Predict the reactants needed to synthesize the given product. From a dataset of Full USPTO retrosynthesis dataset with 1.9M reactions from patents (1976-2016). (1) Given the product [Cl:1][C:2]1[CH:7]=[CH:6][C:5]([O:8][C:9]2[CH:10]=[CH:11][C:12]([CH2:15][CH2:16][O:17][C:18]3[CH:23]=[CH:22][N:21]([CH2:31][C:32]4[CH:37]=[CH:36][N:35]=[CH:34][CH:33]=4)[C:20](=[O:24])[N:19]=3)=[CH:13][CH:14]=2)=[CH:4][C:3]=1[C:25]([F:26])([F:28])[F:27], predict the reactants needed to synthesize it. The reactants are: [Cl:1][C:2]1[CH:7]=[CH:6][C:5]([O:8][C:9]2[CH:14]=[CH:13][C:12]([CH2:15][CH2:16][O:17][C:18]3[CH:23]=[CH:22][NH:21][C:20](=[O:24])[N:19]=3)=[CH:11][CH:10]=2)=[CH:4][C:3]=1[C:25]([F:28])([F:27])[F:26].Cl.Cl[CH2:31][C:32]1[CH:37]=[CH:36][N:35]=[CH:34][CH:33]=1. (2) Given the product [CH2:1]([O:3][C:4](=[O:18])[CH2:5][CH2:6][C:7]1[C:16]2[CH2:15][CH2:14][CH2:13][CH2:12][C:11]=2[C:10]([O:17][CH2:27][CH2:26][C:25]2[C:20]([CH3:19])=[N:21][C:22]([C:29]3[CH:34]=[CH:33][C:32]([C:35]([F:38])([F:36])[F:37])=[CH:31][CH:30]=3)=[CH:23][CH:24]=2)=[CH:9][CH:8]=1)[CH3:2], predict the reactants needed to synthesize it. The reactants are: [CH2:1]([O:3][C:4](=[O:18])[CH2:5][CH2:6][C:7]1[C:16]2[CH2:15][CH2:14][CH2:13][CH2:12][C:11]=2[C:10]([OH:17])=[CH:9][CH:8]=1)[CH3:2].[CH3:19][C:20]1[C:25]([CH2:26][CH2:27]O)=[CH:24][CH:23]=[C:22]([C:29]2[CH:34]=[CH:33][C:32]([C:35]([F:38])([F:37])[F:36])=[CH:31][CH:30]=2)[N:21]=1.